Dataset: Full USPTO retrosynthesis dataset with 1.9M reactions from patents (1976-2016). Task: Predict the reactants needed to synthesize the given product. (1) Given the product [C:1]([O:5][C:6](=[O:17])[CH2:7][CH2:8][C@@H:9]([CH:10]1[CH2:11][CH2:12][CH2:13][CH2:14][CH2:15]1)[NH:16][CH2:18][C:20]1[C:25]([N+:26]([O-:28])=[O:27])=[CH:24][N:23]=[C:22]([O:29][C:30]2[CH:31]=[CH:32][CH:33]=[CH:34][CH:35]=2)[CH:21]=1)([CH3:4])([CH3:2])[CH3:3], predict the reactants needed to synthesize it. The reactants are: [C:1]([O:5][C:6](=[O:17])[CH2:7][CH2:8][C@H:9]([NH2:16])[CH:10]1[CH2:15][CH2:14][CH2:13][CH2:12][CH2:11]1)([CH3:4])([CH3:3])[CH3:2].[CH:18]([C:20]1[C:25]([N+:26]([O-:28])=[O:27])=[CH:24][N:23]=[C:22]([O:29][C:30]2[CH:35]=[CH:34][CH:33]=[CH:32][CH:31]=2)[CH:21]=1)=O.[BH-](OC(C)=O)(OC(C)=O)OC(C)=O.[Na+].CCOC(C)=O. (2) Given the product [C:28]([C:25]1[CH:24]=[CH:23][C:22]([C:18]2[CH:19]=[CH:20][CH:21]=[C:16]([CH:11]3[C:10]([CH3:33])([CH3:32])[CH2:9][C:8]4[C:13](=[CH:14][CH:15]=[C:6]([C:4]([OH:5])=[O:3])[CH:7]=4)[NH:12]3)[CH:17]=2)=[CH:27][CH:26]=1)([CH3:31])([CH3:29])[CH3:30], predict the reactants needed to synthesize it. The reactants are: C([O:3][C:4]([C:6]1[CH:7]=[C:8]2[C:13](=[CH:14][CH:15]=1)[NH:12][CH:11]([C:16]1[CH:17]=[C:18]([C:22]3[CH:27]=[CH:26][C:25]([C:28]([CH3:31])([CH3:30])[CH3:29])=[CH:24][CH:23]=3)[CH:19]=[CH:20][CH:21]=1)[C:10]([CH3:33])([CH3:32])[CH2:9]2)=[O:5])C.O.[OH-].[Li+].Cl. (3) Given the product [Cl:20][C:7]1[C:6]2[C:11](=[CH:12][CH:13]=[C:4]([N+:1]([O-:3])=[O:2])[CH:5]=2)[N:10]=[CH:9][C:8]=1[C:14]#[N:15], predict the reactants needed to synthesize it. The reactants are: [N+:1]([C:4]1[CH:5]=[C:6]2[C:11](=[CH:12][CH:13]=1)[NH:10][CH:9]=[C:8]([C:14]#[N:15])[C:7]2=O)([O-:3])=[O:2].C(Cl)(=O)C([Cl:20])=O.CN(C=O)C. (4) Given the product [CH2:36]([O:35][C:33](=[O:34])[CH2:32][N:3]1[N:2]=[N:1][C:5]([C:6]2[S:10][C:9]([N:11]3[CH2:12][CH2:13][N:14]([C:17]([O:19][C:20]([CH3:23])([CH3:22])[CH3:21])=[O:18])[CH2:15][CH2:16]3)=[N:8][N:7]=2)=[N:4]1)[CH3:37], predict the reactants needed to synthesize it. The reactants are: [N:1]1[NH:2][N:3]=[N:4][C:5]=1[C:6]1[S:10][C:9]([N:11]2[CH2:16][CH2:15][N:14]([C:17]([O:19][C:20]([CH3:23])([CH3:22])[CH3:21])=[O:18])[CH2:13][CH2:12]2)=[N:8][N:7]=1.C(N(CC)CC)C.Br[CH2:32][C:33]([O:35][CH2:36][CH3:37])=[O:34]. (5) Given the product [Br:1][C:2]1[CH:11]=[CH:10][C:5]([C:6]2[CH:15]=[C:14]([C:13]([CH3:17])([CH3:16])[CH3:12])[O:8][N:7]=2)=[CH:4][CH:3]=1, predict the reactants needed to synthesize it. The reactants are: [Br:1][C:2]1[CH:11]=[CH:10][C:5]([C:6](Cl)=[N:7][OH:8])=[CH:4][CH:3]=1.[CH3:12][C:13]([CH3:17])([CH3:16])[C:14]#[CH:15].C(N(CC)CC)C. (6) Given the product [C:20]([C:17]1[CH:16]=[CH:15][C:14]([NH:13][C:10]2[N:9]=[C:8]([NH:22][CH2:23][CH2:24][CH3:25])[C:7]([C:6]#[C:5][CH2:4][CH2:3][CH2:2][NH:1][C:36](=[O:37])[C@@H:34]([N:33]([CH3:39])[C:31](=[O:32])[O:30][C:26]([CH3:27])([CH3:29])[CH3:28])[CH3:35])=[CH:12][N:11]=2)=[CH:19][CH:18]=1)#[N:21], predict the reactants needed to synthesize it. The reactants are: [NH2:1][CH2:2][CH2:3][CH2:4][C:5]#[C:6][C:7]1[C:8]([NH:22][CH2:23][CH2:24][CH3:25])=[N:9][C:10]([NH:13][C:14]2[CH:19]=[CH:18][C:17]([C:20]#[N:21])=[CH:16][CH:15]=2)=[N:11][CH:12]=1.[C:26]([O:30][C:31]([N:33]([CH3:39])[C@H:34]([C:36](O)=[O:37])[CH3:35])=[O:32])([CH3:29])([CH3:28])[CH3:27].Cl.C(N=C=NCCCN(C)C)C.O.ON1C2C=CC=CC=2N=N1.C(=O)([O-])O.[Na+]. (7) Given the product [F:18][C:13]([P:19]([C:23]([F:28])([F:29])[C:24]([F:27])([F:26])[F:25])(=[O:20])[O-:22])([F:12])[C:14]([F:17])([F:16])[F:15].[CH2:2]([N+:6]1[CH:10]=[CH:9][N:8]([CH3:11])[CH:7]=1)[CH2:3][CH2:4][CH3:5], predict the reactants needed to synthesize it. The reactants are: [Cl-].[CH2:2]([N+:6]1[CH:10]=[CH:9][N:8]([CH3:11])[CH:7]=1)[CH2:3][CH2:4][CH3:5].[F:12][C:13]([P:19]([C:23]([F:29])([F:28])[C:24]([F:27])([F:26])[F:25])(=[O:22])[O:20]C)([F:18])[C:14]([F:17])([F:16])[F:15].